This data is from NCI-60 drug combinations with 297,098 pairs across 59 cell lines. The task is: Regression. Given two drug SMILES strings and cell line genomic features, predict the synergy score measuring deviation from expected non-interaction effect. (1) Drug 1: CC1=C2C(C(=O)C3(C(CC4C(C3C(C(C2(C)C)(CC1OC(=O)C(C(C5=CC=CC=C5)NC(=O)OC(C)(C)C)O)O)OC(=O)C6=CC=CC=C6)(CO4)OC(=O)C)OC)C)OC. Drug 2: CN(C)N=NC1=C(NC=N1)C(=O)N. Cell line: NCI-H522. Synergy scores: CSS=59.1, Synergy_ZIP=15.1, Synergy_Bliss=14.9, Synergy_Loewe=-18.4, Synergy_HSA=16.3. (2) Drug 1: CS(=O)(=O)C1=CC(=C(C=C1)C(=O)NC2=CC(=C(C=C2)Cl)C3=CC=CC=N3)Cl. Synergy scores: CSS=14.7, Synergy_ZIP=-4.45, Synergy_Bliss=-1.69, Synergy_Loewe=-21.6, Synergy_HSA=-1.94. Drug 2: CC=C1C(=O)NC(C(=O)OC2CC(=O)NC(C(=O)NC(CSSCCC=C2)C(=O)N1)C(C)C)C(C)C. Cell line: T-47D. (3) Drug 1: CCCCC(=O)OCC(=O)C1(CC(C2=C(C1)C(=C3C(=C2O)C(=O)C4=C(C3=O)C=CC=C4OC)O)OC5CC(C(C(O5)C)O)NC(=O)C(F)(F)F)O. Drug 2: CC(C)(C#N)C1=CC(=CC(=C1)CN2C=NC=N2)C(C)(C)C#N. Cell line: HT29. Synergy scores: CSS=5.59, Synergy_ZIP=25.4, Synergy_Bliss=25.9, Synergy_Loewe=17.9, Synergy_HSA=23.0. (4) Drug 1: CNC(=O)C1=CC=CC=C1SC2=CC3=C(C=C2)C(=NN3)C=CC4=CC=CC=N4. Drug 2: CC1C(C(CC(O1)OC2CC(CC3=C2C(=C4C(=C3O)C(=O)C5=C(C4=O)C(=CC=C5)OC)O)(C(=O)C)O)N)O.Cl. Cell line: RXF 393. Synergy scores: CSS=19.8, Synergy_ZIP=-4.86, Synergy_Bliss=8.51, Synergy_Loewe=3.12, Synergy_HSA=8.53.